This data is from Catalyst prediction with 721,799 reactions and 888 catalyst types from USPTO. The task is: Predict which catalyst facilitates the given reaction. (1) Reactant: [C:1]([O:5][C:6]([N:8]([CH3:18])[C:9]1[CH:17]=[CH:16][C:12]([C:13]([OH:15])=O)=[CH:11][CH:10]=1)=[O:7])([CH3:4])([CH3:3])[CH3:2].[N:19]1[C:28]2[C:23](=[CH:24][CH:25]=[CH:26][CH:27]=2)[CH:22]=[C:21]([NH2:29])[CH:20]=1. Product: [C:1]([O:5][C:6](=[O:7])[N:8]([CH3:18])[C:9]1[CH:10]=[CH:11][C:12]([C:13](=[O:15])[NH:29][C:21]2[CH:20]=[N:19][C:28]3[C:23]([CH:22]=2)=[CH:24][CH:25]=[CH:26][CH:27]=3)=[CH:16][CH:17]=1)([CH3:2])([CH3:3])[CH3:4]. The catalyst class is: 10. (2) The catalyst class is: 764. Product: [CH3:21][O:20][CH:3]([O:2][CH3:1])[C:4]1[CH:5]=[CH:6][C:7]([F:19])=[C:8]([C:10]([C:12]2[CH:17]=[CH:16][CH:15]=[C:14]([F:18])[CH:13]=2)=[O:11])[CH:9]=1. Reactant: [CH3:1][O:2][CH:3]([O:20][CH3:21])[C:4]1[CH:5]=[CH:6][C:7]([F:19])=[C:8]([CH:10]([C:12]2[CH:17]=[CH:16][CH:15]=[C:14]([F:18])[CH:13]=2)[OH:11])[CH:9]=1.C(N(CC)CC)C.O. (3) Reactant: N1C=CC=CC=1.[F:7][C:8]([F:21])([F:20])[S:9]([O:12]S(C(F)(F)F)(=O)=O)(=[O:11])=[O:10].[Br:22][CH2:23][CH2:24][CH2:25][CH2:26]O. Product: [Br:22][CH2:23][CH2:24][CH2:25][CH2:26][O:12][S:9]([C:8]([F:21])([F:20])[F:7])(=[O:10])=[O:11]. The catalyst class is: 4. (4) Reactant: [Cl:1][C:2]1[N:10]=[C:9]([Cl:11])[CH:8]=[CH:7][C:3]=1[C:4]([OH:6])=[O:5].[C:12](OC(O[C:12]([CH3:15])([CH3:14])[CH3:13])N(C)C)([CH3:15])([CH3:14])[CH3:13]. Product: [Cl:1][C:2]1[N:10]=[C:9]([Cl:11])[CH:8]=[CH:7][C:3]=1[C:4]([O:6][C:12]([CH3:15])([CH3:14])[CH3:13])=[O:5]. The catalyst class is: 11. (5) Reactant: [CH3:1][S:2][C:3]1[N:4]=[C:5]([NH2:8])[NH:6][N:7]=1.C(=O)([O-])[O-].[K+].[K+].Cl[CH2:16][C:17]([N:19]1[CH2:24][CH2:23][N:22]([C:25]2[CH:30]=[CH:29][C:28]([Cl:31])=[CH:27][CH:26]=2)[CH2:21][CH2:20]1)=[O:18]. Product: [NH2:8][C:5]1[N:6]([CH2:16][C:17]([N:19]2[CH2:20][CH2:21][N:22]([C:25]3[CH:30]=[CH:29][C:28]([Cl:31])=[CH:27][CH:26]=3)[CH2:23][CH2:24]2)=[O:18])[N:7]=[C:3]([S:2][CH3:1])[N:4]=1. The catalyst class is: 3. (6) Reactant: Br[C:2]1[CH:3]=[CH:4][C:5]([Cl:28])=[C:6]([CH:27]=1)[C:7]([NH:9][C:10]1[N:14]([C:15]2[CH:20]=[CH:19][CH:18]=[CH:17][CH:16]=2)[N:13]=[C:12]([C:21]([NH:23][CH:24]2[CH2:26][CH2:25]2)=[O:22])[CH:11]=1)=[O:8].[B:29]1([B:29]2[O:33][C:32]([CH3:35])([CH3:34])[C:31]([CH3:37])([CH3:36])[O:30]2)[O:33][C:32]([CH3:35])([CH3:34])[C:31]([CH3:37])([CH3:36])[O:30]1.CC([O-])=O.[K+]. Product: [Cl:28][C:5]1[CH:4]=[CH:3][C:2]([B:29]2[O:33][C:32]([CH3:35])([CH3:34])[C:31]([CH3:37])([CH3:36])[O:30]2)=[CH:27][C:6]=1[C:7]([NH:9][C:10]1[N:14]([C:15]2[CH:20]=[CH:19][CH:18]=[CH:17][CH:16]=2)[N:13]=[C:12]([C:21]([NH:23][CH:24]2[CH2:26][CH2:25]2)=[O:22])[CH:11]=1)=[O:8]. The catalyst class is: 75. (7) Reactant: [H-].[H-].[H-].[H-].[Li+].[Al+3].[CH3:7][C:8]1[N:12]2[C:13]3[CH:19]=[C:18]([CH3:20])[N:17]([CH2:21][C:22]4[CH:31]=[CH:30][C:25]([C:26](OC)=[O:27])=[CH:24][CH:23]=4)[C:14]=3[CH:15]=[CH:16][C:11]2=[N:10][N:9]=1. Product: [CH3:7][C:8]1[N:12]2[C:13]3[CH:19]=[C:18]([CH3:20])[N:17]([CH2:21][C:22]4[CH:31]=[CH:30][C:25]([CH2:26][OH:27])=[CH:24][CH:23]=4)[C:14]=3[CH:15]=[CH:16][C:11]2=[N:10][N:9]=1. The catalyst class is: 1. (8) Reactant: [NH2:1][CH2:2][C:3]([CH3:7])([CH3:6])[CH2:4][OH:5].[C:8]([O:12][C:13](O[C:13]([O:12][C:8]([CH3:11])([CH3:10])[CH3:9])=[O:14])=[O:14])([CH3:11])([CH3:10])[CH3:9].C(=O)(O)[O-].[Na+]. Product: [C:8]([O:12][C:13]([NH:1][CH2:2][C:3]([CH3:7])([CH3:6])[CH2:4][OH:5])=[O:14])([CH3:11])([CH3:10])[CH3:9]. The catalyst class is: 10.